The task is: Predict which catalyst facilitates the given reaction.. This data is from Catalyst prediction with 721,799 reactions and 888 catalyst types from USPTO. (1) Reactant: [O:1]=[C:2]([CH3:14])[CH2:3][C:4]1[O:8][N:7]=[C:6]([C:9]([O:11]CC)=[O:10])[CH:5]=1.C(=O)([O-])[O-].[Cs+].[Cs+]. Product: [O:1]=[C:2]([CH3:14])[CH2:3][C:4]1[O:8][N:7]=[C:6]([C:9]([OH:11])=[O:10])[CH:5]=1. The catalyst class is: 40. (2) Reactant: [CH2:1]([C:5]1[C:9]([CH2:10][CH2:11][C:12]2[S:13][C:14]([C:18]([OH:20])=O)=[C:15]([CH3:17])[N:16]=2)=[C:8]([CH3:21])[O:7][N:6]=1)[CH2:2][CH2:3][CH3:4].F[B-](F)(F)F.N1(OC(N(C)C)=[N+](C)C)C2C=CC=CC=2N=N1.C(N(CC)C(C)C)(C)C.[NH2:53][CH2:54][C:55]([CH3:58])([OH:57])[CH3:56]. Product: [OH:57][C:55]([CH3:58])([CH3:56])[CH2:54][NH:53][C:18]([C:14]1[S:13][C:12]([CH2:11][CH2:10][C:9]2[C:5]([CH2:1][CH2:2][CH2:3][CH3:4])=[N:6][O:7][C:8]=2[CH3:21])=[N:16][C:15]=1[CH3:17])=[O:20]. The catalyst class is: 3. (3) Reactant: [F:1][C:2]1[CH:7]=[CH:6][C:5]([C:8]2[N:15]3[C:11]([S:12][CH2:13][CH2:14]3)=[C:10](C(O)=O)[C:9]=2[C:19]2[CH:24]=[CH:23][N:22]=[CH:21][CH:20]=2)=[CH:4][CH:3]=1. Product: [F:1][C:2]1[CH:3]=[CH:4][C:5]([C:8]2[N:15]3[C:11]([S:12][CH2:13][CH2:14]3)=[CH:10][C:9]=2[C:19]2[CH:24]=[CH:23][N:22]=[CH:21][CH:20]=2)=[CH:6][CH:7]=1. The catalyst class is: 14.